This data is from Forward reaction prediction with 1.9M reactions from USPTO patents (1976-2016). The task is: Predict the product of the given reaction. (1) Given the reactants [H-].[Na+].[CH3:3][CH:4]1[CH2:9][CH2:8][N:7]([C:10]([C:12]2[CH:20]=[CH:19][C:18]3[NH:17][C:16]4[CH2:21][CH2:22][N:23]([C:25]([O:27][C:28]([CH3:31])([CH3:30])[CH3:29])=[O:26])[CH2:24][C:15]=4[C:14]=3[CH:13]=2)=[O:11])[CH2:6][CH2:5]1.Br[CH2:33][CH:34]1[CH2:37][CH2:36][CH2:35]1, predict the reaction product. The product is: [CH:34]1([CH2:33][N:17]2[C:18]3[CH:19]=[CH:20][C:12]([C:10]([N:7]4[CH2:8][CH2:9][CH:4]([CH3:3])[CH2:5][CH2:6]4)=[O:11])=[CH:13][C:14]=3[C:15]3[CH2:24][N:23]([C:25]([O:27][C:28]([CH3:30])([CH3:29])[CH3:31])=[O:26])[CH2:22][CH2:21][C:16]2=3)[CH2:37][CH2:36][CH2:35]1. (2) Given the reactants [CH3:1][C:2]1[O:3][C:4]([C:7]([CH3:18])([C:9]2[CH:14]=[CH:13][C:12]([N+:15]([O-])=O)=[CH:11][CH:10]=2)[CH3:8])=[N:5][N:6]=1, predict the reaction product. The product is: [CH3:18][C:7]([C:9]1[CH:10]=[CH:11][C:12]([NH2:15])=[CH:13][CH:14]=1)([C:4]1[O:3][C:2]([CH3:1])=[N:6][N:5]=1)[CH3:8]. (3) Given the reactants [N:1]1[CH:6]=[CH:5][C:4]([CH2:7][CH2:8][C:9]([O:11]CC)=[O:10])=[CH:3][CH:2]=1.S(=O)(=O)(O)O, predict the reaction product. The product is: [N:1]1[CH:6]=[CH:5][C:4]([CH2:7][CH2:8][C:9]([OH:11])=[O:10])=[CH:3][CH:2]=1. (4) The product is: [CH2:13]([C:17]1[CH:22]=[CH:21][C:20]([NH:3][C:4]2[CH:12]=[CH:11][C:7]([C:8]([OH:10])=[O:9])=[CH:6][CH:5]=2)=[CH:19][CH:18]=1)[CH2:14][CH2:15][CH3:16]. Given the reactants [OH-].[K+].[NH2:3][C:4]1[CH:12]=[CH:11][C:7]([C:8]([OH:10])=[O:9])=[CH:6][CH:5]=1.[CH2:13]([C:17]1[CH:22]=[CH:21][C:20](Cl)=[CH:19][CH:18]=1)[CH2:14][CH2:15][CH3:16], predict the reaction product. (5) Given the reactants [C:1]([NH:5][C:6]1[N:15]([CH2:16][CH2:17][O:18][CH3:19])[C:14](=[O:20])[C:13]2[C:8](=[C:9](I)[CH:10]=[CH:11][CH:12]=2)[N:7]=1)([CH3:4])([CH3:3])[CH3:2].[CH3:22][C@@H:23]1[C:27]2[NH:28][C:29](B3OC(C)(C)C(C)(C)O3)=[CH:30][C:26]=2[C:25](=[O:40])[NH:24]1, predict the reaction product. The product is: [C:1]([NH:5][C:6]1[N:15]([CH2:16][CH2:17][O:18][CH3:19])[C:14](=[O:20])[C:13]2[C:8](=[C:9]([C:29]3[NH:28][C:27]4[C@@H:23]([CH3:22])[NH:24][C:25](=[O:40])[C:26]=4[CH:30]=3)[CH:10]=[CH:11][CH:12]=2)[N:7]=1)([CH3:4])([CH3:3])[CH3:2]. (6) Given the reactants S(=O)(=O)(O)O.[F:6][CH:7]([F:21])[O:8][C:9]1[CH:14]=[CH:13][C:12]([CH2:15][C:16]([OH:18])=[O:17])=[CH:11][C:10]=1[O:19][CH3:20].[CH2:22](O)[CH3:23], predict the reaction product. The product is: [CH2:22]([O:17][C:16](=[O:18])[CH2:15][C:12]1[CH:13]=[CH:14][C:9]([O:8][CH:7]([F:21])[F:6])=[C:10]([O:19][CH3:20])[CH:11]=1)[CH3:23]. (7) The product is: [CH3:13][C:12]1[N:7]2[CH:8]=[CH:9][C:4]([N+:1]([O-:3])=[O:2])=[CH:5][C:6]2=[N:10][N:11]=1. Given the reactants [N+:1]([C:4]1[CH:9]=[CH:8][N:7]=[C:6]([NH:10][NH:11][C:12](=O)[CH3:13])[CH:5]=1)([O-:3])=[O:2].[OH-].COC(NS([N+](CC)(CC)CC)(=O)=O)=O, predict the reaction product.